From a dataset of CYP2C19 inhibition data for predicting drug metabolism from PubChem BioAssay. Regression/Classification. Given a drug SMILES string, predict its absorption, distribution, metabolism, or excretion properties. Task type varies by dataset: regression for continuous measurements (e.g., permeability, clearance, half-life) or binary classification for categorical outcomes (e.g., BBB penetration, CYP inhibition). Dataset: cyp2c19_veith. (1) The molecule is COc1cc2[nH]c(=O)n(CCC(=O)N3CCC(N4CCCCC4)CC3)c(=O)c2cc1OC. The result is 0 (non-inhibitor). (2) The molecule is Cn1c(=O)n2n(c1=O)[C@@H]1[C@H](CC2)C(=O)[C@@H]2O[C@@H]2[C@H]1O. The result is 0 (non-inhibitor). (3) The molecule is COc1ccc(O[C@H]2C=C[C@@H](c3ccccc3)O[C@H]2COC(=O)CC/C(C)=N\OC[C@@H](O)COCc2ccco2)cc1. The result is 1 (inhibitor). (4) The compound is COc1ccc(Oc2ncc3nc(-c4ccccc4)c(=O)n(CCC#N)c3n2)cc1. The result is 0 (non-inhibitor). (5) The drug is N#Cc1ccc(CN2CCC3(CC2)CCN(C(=O)c2ccco2)CC3)cc1. The result is 0 (non-inhibitor). (6) The molecule is COCCn1c(=O)c(-c2cccc(C#N)c2)nc2cnc(N3CCN(C)CC3)nc21. The result is 0 (non-inhibitor). (7) The drug is COC(=O)C/C=C\[C@@H](C)[C@H]1C=C[C@H](O)[C@@H](CO)O1. The result is 0 (non-inhibitor). (8) The drug is Clc1ccc(Sc2ccc(/C=N/n3cnnc3)o2)cc1. The result is 1 (inhibitor).